This data is from Reaction yield outcomes from USPTO patents with 853,638 reactions. The task is: Predict the reaction yield, written as a fraction of the theoretical maximum amount of product (1.0 means a 100% yield; for example, 0.34 means a 34% yield). (1) The reactants are Br[C:2]1[CH:3]=[C:4]([CH2:9][NH:10][C:11]2[C:12]([F:26])=[C:13]([CH:22]=[CH:23][C:24]=2[F:25])[O:14][CH2:15][C:16]([O:18][CH:19]([CH3:21])[CH3:20])=[O:17])[CH:5]=[C:6]([CH3:8])[CH:7]=1.[F:27][C:28]1[CH:29]=[C:30](B(O)O)[CH:31]=[CH:32][CH:33]=1.C([O-])([O-])=O.[K+].[K+]. The catalyst is C(#N)C.C1C=CC(P(C2C=CC=CC=2)[C-]2C=CC=C2)=CC=1.C1C=CC(P(C2C=CC=CC=2)[C-]2C=CC=C2)=CC=1.Cl[Pd]Cl.[Fe+2]. The product is [F:26][C:12]1[C:11]([NH:10][CH2:9][C:4]2[CH:5]=[C:6]([CH3:8])[CH:7]=[C:2]([C:32]3[CH:31]=[CH:30][CH:29]=[C:28]([F:27])[CH:33]=3)[CH:3]=2)=[C:24]([F:25])[CH:23]=[CH:22][C:13]=1[O:14][CH2:15][C:16]([O:18][CH:19]([CH3:21])[CH3:20])=[O:17]. The yield is 0.770. (2) The reactants are [CH2:1]([O:8][C:9](=[O:22])[NH:10][CH2:11][CH2:12][CH2:13][CH2:14][C:15]1[CH:20]=[CH:19][C:18]([OH:21])=[CH:17][CH:16]=1)[C:2]1[CH:7]=[CH:6][CH:5]=[CH:4][CH:3]=1.Cl.[CH3:24][N:25]([CH3:29])[CH2:26][CH2:27]Cl.C(=O)([O-])[O-].[K+].[K+].C1OCCOCCOCCOCCOCCOC1. No catalyst specified. The product is [CH2:1]([O:8][C:9](=[O:22])[NH:10][CH2:11][CH2:12][CH2:13][CH2:14][C:15]1[CH:20]=[CH:19][C:18]([O:21][CH2:27][CH2:26][N:25]([CH3:29])[CH3:24])=[CH:17][CH:16]=1)[C:2]1[CH:7]=[CH:6][CH:5]=[CH:4][CH:3]=1. The yield is 0.610. (3) The reactants are [Cl:1][C:2]1[CH:3]=[C:4]([B:9]([OH:11])[OH:10])[CH:5]=[CH:6][C:7]=1[F:8].[NH:12]([CH2:16][CH2:17]O)[CH2:13][CH2:14]O. No catalyst specified. The yield is 0.870. The product is [Cl:1][C:2]1[CH:3]=[C:4]([B:9]2[O:10][CH2:17][CH2:16][NH:12][CH2:13][CH2:14][O:11]2)[CH:5]=[CH:6][C:7]=1[F:8].